This data is from Catalyst prediction with 721,799 reactions and 888 catalyst types from USPTO. The task is: Predict which catalyst facilitates the given reaction. (1) Product: [NH2:15][C@H:7]1[C:8]2[C:13](=[CH:12][CH:11]=[C:10]([Br:14])[CH:9]=2)[N:4]([C:1](=[O:3])[CH3:2])[C@@H:5]([CH:27]2[CH2:29][CH2:28]2)[C@@H:6]1[CH3:26]. The catalyst class is: 2. Reactant: [C:1]([N:4]1[C:13]2[C:8](=[CH:9][C:10]([Br:14])=[CH:11][CH:12]=2)[C@H:7]([NH:15]C(=O)OCC2C=CC=CC=2)[C@@H:6]([CH3:26])[C@@H:5]1[CH:27]1[CH2:29][CH2:28]1)(=[O:3])[CH3:2].[OH-].[K+].O.C(O)C. (2) Reactant: [Br:1][C:2]1[CH:3]=[C:4]2[C:9](=[CH:10][CH:11]=1)[C:8](=[O:12])[NH:7][C:6](=[O:13])[C:5]2=[CH:14]OC.CN(C)C=O.[CH2:22]([N:24]([CH2:30][CH3:31])[CH2:25][CH2:26][CH2:27][CH2:28][NH2:29])[CH3:23]. The catalyst class is: 28. Product: [Br:1][C:2]1[CH:3]=[C:4]2[C:9](=[CH:10][CH:11]=1)[C:8](=[O:12])[NH:7][C:6](=[O:13])/[C:5]/2=[CH:14]\[NH:29][CH2:28][CH2:27][CH2:26][CH2:25][N:24]([CH2:30][CH3:31])[CH2:22][CH3:23]. (3) Reactant: [Cl:1][C:2]1[N:7]=[CH:6][C:5]([C:8]([NH:10][C:11]2[C:16]3[S:17][C:18]([C:20]([OH:22])=O)=[CH:19][C:15]=3[CH:14]=[CH:13][CH:12]=2)=[O:9])=[CH:4][CH:3]=1.C(Cl)CCl.C1C=CC2N(O)N=NC=2C=1.[NH2:37][C:38]1[C:39]([O:53][CH3:54])=[C:40]([NH:48][S:49]([CH3:52])(=[O:51])=[O:50])[CH:41]=[C:42]([C:44]([CH3:47])([CH3:46])[CH3:45])[CH:43]=1. Product: [C:44]([C:42]1[CH:41]=[C:40]([NH:48][S:49]([CH3:52])(=[O:51])=[O:50])[C:39]([O:53][CH3:54])=[C:38]([NH:37][C:20]([C:18]2[S:17][C:16]3[C:11]([NH:10][C:8](=[O:9])[C:5]4[CH:4]=[CH:3][C:2]([Cl:1])=[N:7][CH:6]=4)=[CH:12][CH:13]=[CH:14][C:15]=3[CH:19]=2)=[O:22])[CH:43]=1)([CH3:47])([CH3:45])[CH3:46]. The catalyst class is: 3. (4) Reactant: [CH3:1][CH2:2][CH2:3][C:4]1[C:5]2[N:14]=[C:13]([C:15]3[CH:16]=[C:17]([S:24]([N:27]4[CH2:32][CH2:31][N:30]([CH3:33])[CH2:29][CH2:28]4)(=[O:26])=[O:25])[CH:18]=[CH:19][C:20]=3[O:21][CH2:22][CH3:23])[NH:12][C:10](=[O:11])[C:6]=2[N:7]([CH3:9])[N:8]=1.C([O-])(=[O:36])C.[Na+].[Cl-]. Product: [CH3:1][CH2:2][CH2:3][C:4]1[C:5]2[N:14]=[C:13]([C:15]3[CH:16]=[C:17]([S:24]([N:27]4[CH2:32][CH2:31][N:30]([CH3:33])[CH2:29][CH2:28]4)(=[O:25])=[O:26])[CH:18]=[CH:19][C:20]=3[O:21][CH2:22][CH3:23])[NH:12][C:10](=[O:11])[C:6]=2[N:7]([CH3:9])[N:8]=1.[S:24]([O-:26])(=[O:36])(=[O:25])[CH3:17]. The catalyst class is: 501. (5) Reactant: [CH3:1][O:2][CH:3]([O:6][CH3:7])[CH2:4]Cl.[C:8]([O-:16])(=[O:15])[C:9]1[CH:14]=[CH:13][CH:12]=[CH:11][CH:10]=1.[K+].[I-].[K+].CN(C)C=O. Product: [CH3:1][O:2][CH:3]([O:6][CH3:7])[CH2:4][O:16][C:8](=[O:15])[C:9]1[CH:14]=[CH:13][CH:12]=[CH:11][CH:10]=1. The catalyst class is: 84. (6) Reactant: Br[C:2]1[CH:3]=[N:4][CH:5]=[CH:6][CH:7]=1.[Li]CCCC.[CH2:13]([N:15]([CH:28]1[CH2:33][CH2:32][CH2:31][C:30](=[O:34])[CH2:29]1)[C:16]1[CH:23]=[CH:22][C:19]([C:20]#[N:21])=[C:18]([C:24]([F:27])([F:26])[F:25])[CH:17]=1)[CH3:14]. Product: [CH2:13]([N:15]([CH:28]1[CH2:33][CH2:32][CH2:31][C:30]([OH:34])([C:2]2[CH:3]=[N:4][CH:5]=[CH:6][CH:7]=2)[CH2:29]1)[C:16]1[CH:23]=[CH:22][C:19]([C:20]#[N:21])=[C:18]([C:24]([F:25])([F:26])[F:27])[CH:17]=1)[CH3:14]. The catalyst class is: 385. (7) Reactant: Cl.[C:2]1([C:8]2[C:17]([CH2:18][N:19]3[CH2:24][CH2:23][CH:22]([C:25]4[CH:30]=[CH:29][CH:28]=[CH:27][CH:26]=4)[CH2:21][CH2:20]3)=[C:16]([C:31]([OH:33])=O)[C:15]3[C:10](=[CH:11][CH:12]=[CH:13][CH:14]=3)[N:9]=2)[CH:7]=[CH:6][CH:5]=[CH:4][CH:3]=1.C(N(CC)CC)C.[C:41]1([C@@H:47]([NH2:50])[CH2:48][CH3:49])[CH:46]=[CH:45][CH:44]=[CH:43][CH:42]=1. Product: [C:41]1([C@@H:47]([NH:50][C:31]([C:16]2[C:15]3[C:10](=[CH:11][CH:12]=[CH:13][CH:14]=3)[N:9]=[C:8]([C:2]3[CH:7]=[CH:6][CH:5]=[CH:4][CH:3]=3)[C:17]=2[CH2:18][N:19]2[CH2:20][CH2:21][CH:22]([C:25]3[CH:30]=[CH:29][CH:28]=[CH:27][CH:26]=3)[CH2:23][CH2:24]2)=[O:33])[CH2:48][CH3:49])[CH:46]=[CH:45][CH:44]=[CH:43][CH:42]=1. The catalyst class is: 76. (8) Reactant: [Na].[CH3:2][N:3]([CH3:7])[CH2:4][CH2:5][OH:6].[NH2:8][C:9]1[CH:14]=[CH:13][N:12]=[C:11](Cl)[CH:10]=1.Cl.[Cl-].[Na+]. Product: [CH3:2][N:3]([CH3:7])[CH2:4][CH2:5][O:6][C:11]1[CH:10]=[C:9]([NH2:8])[CH:14]=[CH:13][N:12]=1. The catalyst class is: 7. (9) Reactant: [F:1][C:2]1[CH:7]=[CH:6][C:5]([CH:8]([C:21]2[CH:26]=[CH:25][C:24]([C:27]([F:30])([F:29])[F:28])=[CH:23][CH:22]=2)[C:9]2[C:17]3[C:12](=[C:13]([CH2:18][S:19][CH3:20])[CH:14]=[CH:15][CH:16]=3)[NH:11][CH:10]=2)=[CH:4][CH:3]=1.ClCCl.ClC1C=CC=C(C(OO)=[O:42])C=1. Product: [F:1][C:2]1[CH:3]=[CH:4][C:5]([CH:8]([C:21]2[CH:22]=[CH:23][C:24]([C:27]([F:30])([F:28])[F:29])=[CH:25][CH:26]=2)[C:9]2[C:17]3[C:12](=[C:13]([CH2:18][S:19]([CH3:20])=[O:42])[CH:14]=[CH:15][CH:16]=3)[NH:11][CH:10]=2)=[CH:6][CH:7]=1. The catalyst class is: 5. (10) Reactant: [CH3:1][C:2]1[C:7]2[C:8]([CH2:11]O)=[N:9][S:10][C:6]=2[CH:5]=[C:4]([CH3:13])[CH:3]=1.C1C=CC(P(C2C=CC=CC=2)C2C=CC=CC=2)=CC=1.C(Br)(Br)(Br)[Br:34]. Product: [Br:34][CH2:11][C:8]1[C:7]2[C:2]([CH3:1])=[CH:3][C:4]([CH3:13])=[CH:5][C:6]=2[S:10][N:9]=1. The catalyst class is: 2.